Dataset: Catalyst prediction with 721,799 reactions and 888 catalyst types from USPTO. Task: Predict which catalyst facilitates the given reaction. (1) Reactant: [BH-](OC(C)=O)(OC(C)=O)OC(C)=O.[Na+].O=[C:16]1[CH2:21][CH2:20][N:19]([C:22]([O:24][C:25]([CH3:28])([CH3:27])[CH3:26])=[O:23])[CH2:18][CH2:17]1.[C:29]([CH:31]1[CH2:36][CH2:35][NH:34][CH2:33][CH2:32]1)#[N:30].CC(O)=O.C(O)(=O)CC(CC(O)=O)(C(O)=O)O. Product: [C:29]([CH:31]1[CH2:36][CH2:35][N:34]([CH:16]2[CH2:21][CH2:20][N:19]([C:22]([O:24][C:25]([CH3:28])([CH3:27])[CH3:26])=[O:23])[CH2:18][CH2:17]2)[CH2:33][CH2:32]1)#[N:30]. The catalyst class is: 34. (2) Reactant: [Cl:1][C:2]1[CH:7]=[CH:6][C:5]([C:8]2[N:9]=[C:10]([C:13]([OH:15])=O)[S:11][CH:12]=2)=[CH:4][CH:3]=1.C1N=CN(C(N2C=NC=C2)=O)C=1.[F:28][C:29]([F:43])([F:42])[C:30]1[CH:31]=[C:32]([CH:35]=[C:36]([C:38]([F:41])([F:40])[F:39])[CH:37]=1)[CH2:33][NH2:34].C(Cl)(Cl)Cl. Product: [F:28][C:29]([F:42])([F:43])[C:30]1[CH:31]=[C:32]([CH:35]=[C:36]([C:38]([F:41])([F:39])[F:40])[CH:37]=1)[CH2:33][NH:34][C:13]([C:10]1[S:11][CH:12]=[C:8]([C:5]2[CH:4]=[CH:3][C:2]([Cl:1])=[CH:7][CH:6]=2)[N:9]=1)=[O:15]. The catalyst class is: 1. (3) Reactant: [CH2:1]([S:3]([NH:6][C@@H:7]([CH:21]([CH3:23])[CH3:22])[C:8]([NH:10][CH2:11][C:12]1[CH:17]=[CH:16][C:15]([OH:18])=[C:14]([O:19][CH3:20])[CH:13]=1)=[O:9])(=[O:5])=[O:4])[CH3:2].[Cl:24][C:25]1[CH:30]=[CH:29][C:28]([C:31]#[C:32][CH2:33]OS(C2C=CC(C)=CC=2)(=O)=O)=[CH:27][CH:26]=1.C[O-].[Na+].O. Product: [Cl:24][C:25]1[CH:30]=[CH:29][C:28]([C:31]#[C:32][CH2:33][O:18][C:15]2[CH:16]=[CH:17][C:12]([CH2:11][NH:10][C:8](=[O:9])[C@@H:7]([NH:6][S:3]([CH2:1][CH3:2])(=[O:4])=[O:5])[CH:21]([CH3:22])[CH3:23])=[CH:13][C:14]=2[O:19][CH3:20])=[CH:27][CH:26]=1. The catalyst class is: 5.